Dataset: Reaction yield outcomes from USPTO patents with 853,638 reactions. Task: Predict the reaction yield, written as a fraction of the theoretical maximum amount of product (1.0 means a 100% yield; for example, 0.34 means a 34% yield). (1) The reactants are [Li][CH2:2][CH2:3][CH2:4][CH3:5].[Br-].C([P+](C1C=CC=CC=1)(C1C=CC=CC=1)C1C=CC=CC=1)CC.[N+:29]([C:32]1[CH:33]=[C:34]([CH:37]=[CH:38][CH:39]=1)C=O)([O-:31])=[O:30].[NH4+].[Cl-]. The catalyst is C1COCC1.O. The product is [CH:2](/[C:38]1[CH:37]=[CH:34][CH:33]=[C:32]([N+:29]([O-:31])=[O:30])[CH:39]=1)=[CH:3]\[CH2:4][CH3:5]. The yield is 0.660. (2) The reactants are [Cl:1][C:2]1[CH:7]=[CH:6][C:5]([C:8]2[C:9]([C:14]([OH:16])=O)=[CH:10][CH:11]=[CH:12][CH:13]=2)=[C:4]([CH3:17])[CH:3]=1.CS(O)(=O)=O.O=P12OP3(OP(OP(O3)(O1)=O)(=O)O2)=O. The catalyst is O. The product is [Cl:1][C:2]1[CH:3]=[C:4]([CH3:17])[C:5]2[C:8]3[C:9](=[CH:10][CH:11]=[CH:12][CH:13]=3)[C:14](=[O:16])[C:6]=2[CH:7]=1. The yield is 0.990. (3) The reactants are [Br:1][C:2]1[CH:3]=[C:4]([NH:8]N)[CH:5]=[CH:6][CH:7]=1.[C:10]([N:17]1[CH2:22][CH2:21][C:20](=O)[CH2:19][CH2:18]1)([O:12][C:13]([CH3:16])([CH3:15])[CH3:14])=[O:11].Cl.CC(OC(OC(OC(C)(C)C)=O)=O)(C)C.C(N(CC)CC)C. The catalyst is C(O)C.CN(C1C=CN=CC=1)C. The product is [Br:1][C:2]1[CH:7]=[CH:6][C:5]2[C:19]3[CH2:18][N:17]([C:10]([O:12][C:13]([CH3:16])([CH3:15])[CH3:14])=[O:11])[CH2:22][CH2:21][C:20]=3[NH:8][C:4]=2[CH:3]=1. The yield is 0.420. (4) The reactants are I[C:2]1[CH:9]=[CH:8][CH:7]=[C:6]([N+:10]([O-:12])=[O:11])[C:3]=1[C:4]#[N:5].[CH:13](/B(O)O)=[CH:14]\[CH3:15].C(=O)([O-])[O-].[Na+].[Na+]. The catalyst is C(COC)OC.O.CCOC(C)=O. The product is [N+:10]([C:6]1[CH:7]=[CH:8][CH:9]=[C:2](/[CH:13]=[CH:14]/[CH3:15])[C:3]=1[C:4]#[N:5])([O-:12])=[O:11]. The yield is 0.940. (5) The reactants are [F:1][C:2]1[CH:16]=[CH:15][C:5]([O:6][C:7]2[CH:8]=[CH:9][C:10]([O:13]C)=[N:11][CH:12]=2)=[CH:4][CH:3]=1.[Cl:17][C:18]1[CH:25]=[CH:24][C:21]([CH2:22]Cl)=[CH:20][CH:19]=1.[Na+].[I-]. The catalyst is C(#N)C. The product is [Cl:17][C:18]1[CH:25]=[CH:24][C:21]([CH2:22][N:11]2[CH:12]=[C:7]([O:6][C:5]3[CH:15]=[CH:16][C:2]([F:1])=[CH:3][CH:4]=3)[CH:8]=[CH:9][C:10]2=[O:13])=[CH:20][CH:19]=1. The yield is 0.270. (6) The reactants are ClC(Cl)(Cl)C([N:5]1[CH2:10][CH2:9][N:8]([C:11]2[CH:16]=[C:15]([S:17]([N:20]3[C:28]4[C:23](=[CH:24][CH:25]=[C:26]([Br:29])[CH:27]=4)[C:22]([CH:30]([F:32])[F:31])=[CH:21]3)(=[O:19])=[O:18])[CH:14]=[CH:13][C:12]=2[O:33][CH3:34])[CH2:7][CH2:6]1)=O.[OH-].[K+]. The catalyst is C1COCC1. The product is [F:32][CH:30]([F:31])[C:22]1[C:23]2[C:28](=[CH:27][C:26]([Br:29])=[CH:25][CH:24]=2)[N:20]([S:17]([C:15]2[CH:14]=[CH:13][C:12]([O:33][CH3:34])=[C:11]([N:8]3[CH2:9][CH2:10][NH:5][CH2:6][CH2:7]3)[CH:16]=2)(=[O:19])=[O:18])[CH:21]=1. The yield is 0.590.